Dataset: NCI-60 drug combinations with 297,098 pairs across 59 cell lines. Task: Regression. Given two drug SMILES strings and cell line genomic features, predict the synergy score measuring deviation from expected non-interaction effect. (1) Drug 1: CNC(=O)C1=CC=CC=C1SC2=CC3=C(C=C2)C(=NN3)C=CC4=CC=CC=N4. Drug 2: CC1C(C(CC(O1)OC2CC(OC(C2O)C)OC3=CC4=CC5=C(C(=O)C(C(C5)C(C(=O)C(C(C)O)O)OC)OC6CC(C(C(O6)C)O)OC7CC(C(C(O7)C)O)OC8CC(C(C(O8)C)O)(C)O)C(=C4C(=C3C)O)O)O)O. Cell line: OVCAR-8. Synergy scores: CSS=11.8, Synergy_ZIP=30.9, Synergy_Bliss=28.7, Synergy_Loewe=29.6, Synergy_HSA=27.5. (2) Drug 1: CC1OCC2C(O1)C(C(C(O2)OC3C4COC(=O)C4C(C5=CC6=C(C=C35)OCO6)C7=CC(=C(C(=C7)OC)O)OC)O)O. Drug 2: CC=C1C(=O)NC(C(=O)OC2CC(=O)NC(C(=O)NC(CSSCCC=C2)C(=O)N1)C(C)C)C(C)C. Cell line: NCI-H322M. Synergy scores: CSS=58.1, Synergy_ZIP=5.69, Synergy_Bliss=5.75, Synergy_Loewe=-19.3, Synergy_HSA=6.52. (3) Drug 1: CN(C)N=NC1=C(NC=N1)C(=O)N. Drug 2: C(=O)(N)NO. Cell line: OVCAR-8. Synergy scores: CSS=4.12, Synergy_ZIP=-2.25, Synergy_Bliss=-3.30, Synergy_Loewe=-6.89, Synergy_HSA=-5.54. (4) Drug 1: CC1=C2C(C(=O)C3(C(CC4C(C3C(C(C2(C)C)(CC1OC(=O)C(C(C5=CC=CC=C5)NC(=O)OC(C)(C)C)O)O)OC(=O)C6=CC=CC=C6)(CO4)OC(=O)C)OC)C)OC. Drug 2: CC(C1=C(C=CC(=C1Cl)F)Cl)OC2=C(N=CC(=C2)C3=CN(N=C3)C4CCNCC4)N. Cell line: COLO 205. Synergy scores: CSS=46.7, Synergy_ZIP=1.39, Synergy_Bliss=-2.14, Synergy_Loewe=-18.6, Synergy_HSA=-2.91. (5) Drug 1: CCC1(CC2CC(C3=C(CCN(C2)C1)C4=CC=CC=C4N3)(C5=C(C=C6C(=C5)C78CCN9C7C(C=CC9)(C(C(C8N6C=O)(C(=O)OC)O)OC(=O)C)CC)OC)C(=O)OC)O.OS(=O)(=O)O. Drug 2: CC1=C2C(C(=O)C3(C(CC4C(C3C(C(C2(C)C)(CC1OC(=O)C(C(C5=CC=CC=C5)NC(=O)C6=CC=CC=C6)O)O)OC(=O)C7=CC=CC=C7)(CO4)OC(=O)C)O)C)OC(=O)C. Cell line: SR. Synergy scores: CSS=69.1, Synergy_ZIP=-9.37, Synergy_Bliss=-14.1, Synergy_Loewe=-20.5, Synergy_HSA=-13.6.